From a dataset of Reaction yield outcomes from USPTO patents with 853,638 reactions. Predict the reaction yield, written as a fraction of the theoretical maximum amount of product (1.0 means a 100% yield; for example, 0.34 means a 34% yield). (1) The reactants are [N+:1]([C:4]1[CH:24]=[CH:23][C:7]([C:8]([N:10]2[CH2:15][CH2:14][N:13]([C:16]([O:18][C:19]([CH3:22])([CH3:21])[CH3:20])=[O:17])[CH2:12][CH2:11]2)=[O:9])=[CH:6][CH:5]=1)([O-])=O. The catalyst is CO.[Pd]. The yield is 1.00. The product is [NH2:1][C:4]1[CH:5]=[CH:6][C:7]([C:8]([N:10]2[CH2:11][CH2:12][N:13]([C:16]([O:18][C:19]([CH3:20])([CH3:22])[CH3:21])=[O:17])[CH2:14][CH2:15]2)=[O:9])=[CH:23][CH:24]=1. (2) The reactants are C([Li])CCC.C(NC(C)C)(C)C.[F:13][C:14]1[CH:19]=[CH:18][C:17]([CH3:20])=[CH:16][N:15]=1.FC1C([Li])=CC(C)=CN=1.[I:30]I.S([O-])([O-])(=O)=S.[Na+].[Na+]. The yield is 0.330. The product is [F:13][C:14]1[C:19]([I:30])=[CH:18][C:17]([CH3:20])=[CH:16][N:15]=1. The catalyst is O1CCCC1.O. (3) The reactants are [Br:1][C:2]1[CH:3]=[CH:4][C:5]([Cl:16])=[C:6]([CH:15]=1)[CH2:7][C:8]1[CH:13]=[CH:12][C:11]([OH:14])=[CH:10][CH:9]=1.C(=O)([O-])[O-].[Cs+].[Cs+].Br[CH2:24][C:25]([O:27][CH2:28][CH3:29])=[O:26]. The catalyst is CN(C)C=O.O. The product is [Br:1][C:2]1[CH:3]=[CH:4][C:5]([Cl:16])=[C:6]([CH:15]=1)[CH2:7][C:8]1[CH:13]=[CH:12][C:11]([O:14][CH2:24][C:25]([O:27][CH2:28][CH3:29])=[O:26])=[CH:10][CH:9]=1. The yield is 0.780. (4) The reactants are [S:1]1[CH:5]=[CH:4][CH:3]=[C:2]1[C:6]([O:8]CC)=O.[CH2:11]([Mg]Br)[CH3:12].[CH2:15](OCC)[CH3:16]. No catalyst specified. The product is [OH:8][C:6]([C:2]1[S:1][CH:5]=[CH:4][CH:3]=1)([CH2:11][CH3:12])[CH2:15][CH3:16]. The yield is 0.990. (5) The reactants are [CH3:1][C:2]1([CH3:44])[O:6][C@@H:5]([CH2:7][CH2:8][NH:9][C:10]([CH:12]2[CH:16]([C:17]3[CH:22]=[CH:21][CH:20]=[C:19]([Cl:23])[C:18]=3[F:24])[C:15]([C:27]3[CH:32]=[CH:31][C:30]([Cl:33])=[CH:29][C:28]=3[F:34])([C:25]#[N:26])[CH:14]([CH2:35][C:36]3([CH2:42][OH:43])[CH2:41][CH2:40][CH:39]=[CH:38][CH2:37]3)[NH:13]2)=[O:11])[CH2:4][O:3]1. The catalyst is C(OCC)(=O)C.O=[Pt]=O. The product is [CH3:1][C:2]1([CH3:44])[O:6][C@@H:5]([CH2:7][CH2:8][NH:9][C:10]([CH:12]2[CH:16]([C:17]3[CH:22]=[CH:21][CH:20]=[C:19]([Cl:23])[C:18]=3[F:24])[C:15]([C:27]3[CH:32]=[CH:31][C:30]([Cl:33])=[CH:29][C:28]=3[F:34])([C:25]#[N:26])[CH:14]([CH2:35][C:36]3([CH2:42][OH:43])[CH2:37][CH2:38][CH2:39][CH2:40][CH2:41]3)[NH:13]2)=[O:11])[CH2:4][O:3]1. The yield is 0.960.